This data is from Reaction yield outcomes from USPTO patents with 853,638 reactions. The task is: Predict the reaction yield, written as a fraction of the theoretical maximum amount of product (1.0 means a 100% yield; for example, 0.34 means a 34% yield). (1) The reactants are [N:1]1[C:10]2[C:5](=[CH:6][CH:7]=[CH:8][CH:9]=2)[CH:4]=[CH:3][C:2]=1[NH:11][CH2:12][CH2:13][CH2:14][NH2:15].[C:16]([C:19]1[CH:23]=[CH:22][S:21][CH:20]=1)(=O)[CH3:17]. No catalyst specified. The product is [N:1]1[C:10]2[C:5](=[CH:6][CH:7]=[CH:8][CH:9]=2)[CH:4]=[CH:3][C:2]=1[NH:11][CH2:12][CH2:13][CH2:14][NH:15][CH:16]([C:19]1[CH:23]=[CH:22][S:21][CH:20]=1)[CH3:17]. The yield is 0.300. (2) The reactants are [CH2:1]([NH:8][C:9](=[O:21])[CH:10]([CH2:14][CH:15]1[CH2:20][CH2:19][CH2:18][CH2:17][CH2:16]1)[C:11]([OH:13])=O)[C:2]1[CH:7]=[CH:6][CH:5]=[CH:4][CH:3]=1.C1C=CC2N(O)N=NC=2C=1.C(Cl)CCl.[NH2:36][CH:37]([CH2:49][CH2:50][C:51]1[CH:56]=[CH:55][CH:54]=[CH:53][CH:52]=1)[C:38]([C:40]1[O:41][C:42]2[CH:48]=[CH:47][CH:46]=[CH:45][C:43]=2[N:44]=1)=[O:39].C(N(CC)CC)C. The catalyst is ClCCl. The product is [O:41]1[C:42]2[CH:48]=[CH:47][CH:46]=[CH:45][C:43]=2[N:44]=[C:40]1[CH:38]([CH:37]([NH:36][C:11](=[O:13])[CH:10]([CH2:14][CH:15]1[CH2:20][CH2:19][CH2:18][CH2:17][CH2:16]1)[C:9]([NH:8][CH2:1][C:2]1[CH:3]=[CH:4][CH:5]=[CH:6][CH:7]=1)=[O:21])[CH2:49][CH2:50][C:51]1[CH:56]=[CH:55][CH:54]=[CH:53][CH:52]=1)[OH:39]. The yield is 0.210. (3) The reactants are [N:1]1([CH2:7][C:8]2[CH:9]=[C:10]([NH2:14])[CH:11]=[CH:12][CH:13]=2)[CH2:6][CH2:5][O:4][CH2:3][CH2:2]1.[CH2:15]1[C:23]2[C:18](=[CH:19][C:20]([N:24]3[C:29]4[N:30]=[C:31](S(C)(=O)=O)[N:32]=[CH:33][C:28]=4[C:27](=[O:38])[C:26]([C:39]([NH2:41])=[O:40])=[CH:25]3)=[CH:21][CH:22]=2)[CH2:17][CH2:16]1. No catalyst specified. The product is [CH2:15]1[C:23]2[C:18](=[CH:19][C:20]([N:24]3[C:29]4[N:30]=[C:31]([NH:14][C:10]5[CH:11]=[CH:12][CH:13]=[C:8]([CH2:7][N:1]6[CH2:6][CH2:5][O:4][CH2:3][CH2:2]6)[CH:9]=5)[N:32]=[CH:33][C:28]=4[C:27](=[O:38])[C:26]([C:39]([NH2:41])=[O:40])=[CH:25]3)=[CH:21][CH:22]=2)[CH2:17][CH2:16]1. The yield is 0.350. (4) The reactants are [F:1][C:2]1[C:3]([CH3:12])=[CH:4][C:5]2[S:9][C:8]([NH2:10])=[N:7][C:6]=2[CH:11]=1.[Cl:13][C:14]1[CH:15]=[C:16]([CH:20]=[CH:21][CH:22]=1)[C:17](Cl)=[O:18].Br[CH:24]([CH3:30])[C:25]([O:27]CC)=[O:26].FC1C2N=C(N)SC=2C=C(F)C=1.C1(C)C=CC(C(Cl)=O)=CC=1.BrCC(OCC)=O. No catalyst specified. The product is [Cl:13][C:14]1[CH:15]=[C:16]([CH:20]=[CH:21][CH:22]=1)[C:17]([N:10]=[C:8]1[N:7]([CH:24]([CH3:30])[C:25]([OH:27])=[O:26])[C:6]2[CH:11]=[C:2]([F:1])[C:3]([CH3:12])=[CH:4][C:5]=2[S:9]1)=[O:18]. The yield is 0.410.